Dataset: TCR-epitope binding with 47,182 pairs between 192 epitopes and 23,139 TCRs. Task: Binary Classification. Given a T-cell receptor sequence (or CDR3 region) and an epitope sequence, predict whether binding occurs between them. (1) The epitope is WICLLQFAY. The TCR CDR3 sequence is CASSSPTGPGGDTQYF. Result: 1 (the TCR binds to the epitope). (2) The epitope is PROT_97E67BCC. Result: 1 (the TCR binds to the epitope). The TCR CDR3 sequence is CASSLRTSGGDEQFF.